Dataset: Reaction yield outcomes from USPTO patents with 853,638 reactions. Task: Predict the reaction yield, written as a fraction of the theoretical maximum amount of product (1.0 means a 100% yield; for example, 0.34 means a 34% yield). The reactants are [F:1][C:2]1[CH:3]=[C:4]([NH:22][C:23]([NH:25][C:26]2[CH:31]=[CH:30][C:29]([C:32]([F:35])([F:34])[F:33])=[CH:28][CH:27]=2)=[O:24])[CH:5]=[CH:6][C:7]=1[O:8][C:9]1[C:18]2[C:13](=[CH:14][C:15]([OH:21])=[C:16]([O:19][CH3:20])[CH:17]=2)[N:12]=[CH:11][CH:10]=1.[CH:36]1([O:41][C:42](=[O:55])[C@H:43]([NH:47][C:48]([O:50][C:51]([CH3:54])([CH3:53])[CH3:52])=[O:49])[CH2:44][CH2:45]Br)[CH2:40][CH2:39][CH2:38][CH2:37]1.[C:56]([O-])([O-])=O.[K+].[K+]. The catalyst is CN(C=O)C. The product is [CH:36]1([O:41][C:42](=[O:55])[C@H:43]([NH:47][C:48]([O:50][C:51]([CH3:54])([CH3:53])[CH3:52])=[O:49])[CH2:44][CH2:45][CH2:56][O:21][C:15]2[CH:14]=[C:13]3[C:18]([C:9]([O:8][C:7]4[CH:6]=[CH:5][C:4]([NH:22][C:23]([NH:25][C:26]5[CH:31]=[CH:30][C:29]([C:32]([F:35])([F:33])[F:34])=[CH:28][CH:27]=5)=[O:24])=[CH:3][C:2]=4[F:1])=[CH:10][CH:11]=[N:12]3)=[CH:17][C:16]=2[O:19][CH3:20])[CH2:40][CH2:39][CH2:38][CH2:37]1. The yield is 0.660.